From a dataset of Forward reaction prediction with 1.9M reactions from USPTO patents (1976-2016). Predict the product of the given reaction. (1) Given the reactants CC1(C)CCCC(C)(C)N1.C([Li])CCC.[C:16]1([O:22][C:23]2[CH:28]=[CH:27][CH:26]=[CH:25][C:24]=2[F:29])[CH:21]=[CH:20][CH:19]=[CH:18][CH:17]=1.CN(C)[CH:32]=[O:33], predict the reaction product. The product is: [F:29][C:24]1[C:23]([O:22][C:16]2[CH:17]=[CH:18][CH:19]=[CH:20][CH:21]=2)=[CH:28][CH:27]=[CH:26][C:25]=1[CH:32]=[O:33]. (2) The product is: [F:9][C:5]1[C:6]([F:8])=[CH:7][C:2]([NH:1][S:32]([C:29]2[CH:28]=[CH:27][C:26]([C:19]([CH3:20])([C:21]3[O:22][CH:23]=[CH:24][N:25]=3)[CH3:18])=[CH:31][CH:30]=2)(=[O:33])=[O:34])=[C:3]([C:10]([C:12]2[CH:13]=[N:14][CH:15]=[CH:16][CH:17]=2)=[O:11])[CH:4]=1. Given the reactants [NH2:1][C:2]1[CH:7]=[C:6]([F:8])[C:5]([F:9])=[CH:4][C:3]=1[C:10]([C:12]1[CH:13]=[N:14][CH:15]=[CH:16][CH:17]=1)=[O:11].[CH3:18][C:19]([C:26]1[CH:31]=[CH:30][C:29]([S:32](Cl)(=[O:34])=[O:33])=[CH:28][CH:27]=1)([C:21]1[O:22][CH:23]=[CH:24][N:25]=1)[CH3:20], predict the reaction product. (3) Given the reactants [CH2:1]([NH+:3]1[CH2:8][CH2:7][CH2:6][CH2:5][CH2:4]1)[CH3:2].[F:9][C:10]([F:16])([F:15])[S:11]([OH:14])(=[O:13])=[O:12], predict the reaction product. The product is: [F:9][C:10]([F:16])([F:15])[S:11]([O-:14])(=[O:13])=[O:12].[CH2:1]([NH+:3]1[CH2:8][CH2:7][CH2:6][CH2:5][CH2:4]1)[CH3:2]. (4) Given the reactants Cl.[F:2][C:3]([F:21])([F:20])[C:4]1[CH:5]=[C:6]([CH:14]2[CH2:19][CH2:18][NH:17][CH2:16][CH2:15]2)[CH:7]=[C:8]([C:10]([F:13])([F:12])[F:11])[CH:9]=1.[C:22]([O:26][C:27]([N:29]1[CH2:34][CH2:33][C:32]2[C:35]([C:38](O)=[O:39])=[N:36][NH:37][C:31]=2[CH2:30]1)=[O:28])([CH3:25])([CH3:24])[CH3:23].C(N(C(C)C)CC)(C)C.CCN=C=NCCCN(C)C.C1C=CC2N(O)N=NC=2C=1, predict the reaction product. The product is: [F:21][C:3]([F:2])([F:20])[C:4]1[CH:5]=[C:6]([CH:14]2[CH2:19][CH2:18][N:17]([C:38]([C:35]3[C:32]4[CH2:33][CH2:34][N:29]([C:27]([O:26][C:22]([CH3:25])([CH3:24])[CH3:23])=[O:28])[CH2:30][C:31]=4[NH:37][N:36]=3)=[O:39])[CH2:16][CH2:15]2)[CH:7]=[C:8]([C:10]([F:12])([F:13])[F:11])[CH:9]=1. (5) The product is: [O:1]1[CH2:6][CH2:5][N:4]([S:7]([C:10]2[CH:11]=[C:12]([CH:17]=[CH:18][CH:19]=2)[C:13]([NH:15]/[N:16]=[C:26](/[C:22]2[CH:21]=[N:20][CH:25]=[CH:24][CH:23]=2)\[CH3:27])=[O:14])(=[O:9])=[O:8])[CH2:3][CH2:2]1. Given the reactants [O:1]1[CH2:6][CH2:5][N:4]([S:7]([C:10]2[CH:11]=[C:12]([CH:17]=[CH:18][CH:19]=2)[C:13]([NH:15][NH2:16])=[O:14])(=[O:9])=[O:8])[CH2:3][CH2:2]1.[N:20]1[CH:25]=[CH:24][CH:23]=[C:22]([C:26](=O)[CH3:27])[CH:21]=1, predict the reaction product.